From a dataset of Catalyst prediction with 721,799 reactions and 888 catalyst types from USPTO. Predict which catalyst facilitates the given reaction. (1) Reactant: [F:1][C:2]1[CH:7]=[CH:6][CH:5]=[CH:4][C:3]=1[NH:8][C:9]1[O:13][C:12]([C:14]([NH:16][CH:17]2[CH2:22][CH2:21][NH:20][CH2:19][CH2:18]2)=[O:15])=[N:11][N:10]=1.Cl[C:24]1[CH:32]=[CH:31][C:27]([C:28]([NH2:30])=[O:29])=[CH:26][N:25]=1. Product: [F:1][C:2]1[CH:7]=[CH:6][CH:5]=[CH:4][C:3]=1[NH:8][C:9]1[O:13][C:12]([C:14]([NH:16][CH:17]2[CH2:18][CH2:19][N:20]([C:24]3[CH:32]=[CH:31][C:27]([C:28]([NH2:30])=[O:29])=[CH:26][N:25]=3)[CH2:21][CH2:22]2)=[O:15])=[N:11][N:10]=1. The catalyst class is: 3. (2) Reactant: [F:1][C:2]1[CH:7]=[CH:6][C:5]([NH:8][C:9]2[N:14]=[C:13]([NH:15][CH:16]3[CH2:21][CH2:20][N:19]([S:22]([CH3:25])(=[O:24])=[O:23])[CH2:18][CH2:17]3)[N:12]=[C:11]([O:26][CH2:27][C:28]([F:31])([F:30])[F:29])[N:10]=2)=[CH:4][C:3]=1[C:32]([N:34]1[CH2:39][CH2:38][O:37][CH2:36][CH2:35]1)=O.C1COCC1. Product: [F:1][C:2]1[CH:7]=[CH:6][C:5]([NH:8][C:9]2[N:14]=[C:13]([NH:15][CH:16]3[CH2:17][CH2:18][N:19]([S:22]([CH3:25])(=[O:23])=[O:24])[CH2:20][CH2:21]3)[N:12]=[C:11]([O:26][CH2:27][C:28]([F:29])([F:30])[F:31])[N:10]=2)=[CH:4][C:3]=1[CH2:32][N:34]1[CH2:35][CH2:36][O:37][CH2:38][CH2:39]1. The catalyst class is: 69. (3) Reactant: C([N:8]1[CH2:17][CH2:16][C:15]2[C:14]([NH:18][C:19]3[CH:24]=[CH:23][C:22]([F:25])=[CH:21][CH:20]=3)=[N:13][CH:12]=[N:11][C:10]=2[CH2:9]1)C1C=CC=CC=1. Product: [F:25][C:22]1[CH:21]=[CH:20][C:19]([NH:18][C:14]2[C:15]3[CH2:16][CH2:17][NH:8][CH2:9][C:10]=3[N:11]=[CH:12][N:13]=2)=[CH:24][CH:23]=1. The catalyst class is: 293.